Dataset: NCI-60 drug combinations with 297,098 pairs across 59 cell lines. Task: Regression. Given two drug SMILES strings and cell line genomic features, predict the synergy score measuring deviation from expected non-interaction effect. (1) Synergy scores: CSS=0.00750, Synergy_ZIP=3.79, Synergy_Bliss=-2.04, Synergy_Loewe=-12.8, Synergy_HSA=-2.30. Drug 1: CC1=C(C=C(C=C1)NC2=NC=CC(=N2)N(C)C3=CC4=NN(C(=C4C=C3)C)C)S(=O)(=O)N.Cl. Cell line: TK-10. Drug 2: CC1=C(C(=O)C2=C(C1=O)N3CC4C(C3(C2COC(=O)N)OC)N4)N. (2) Drug 1: CC1C(C(=O)NC(C(=O)N2CCCC2C(=O)N(CC(=O)N(C(C(=O)O1)C(C)C)C)C)C(C)C)NC(=O)C3=C4C(=C(C=C3)C)OC5=C(C(=O)C(=C(C5=N4)C(=O)NC6C(OC(=O)C(N(C(=O)CN(C(=O)C7CCCN7C(=O)C(NC6=O)C(C)C)C)C)C(C)C)C)N)C. Drug 2: C1=CN(C=N1)CC(O)(P(=O)(O)O)P(=O)(O)O. Cell line: NCI-H322M. Synergy scores: CSS=18.9, Synergy_ZIP=-4.85, Synergy_Bliss=-2.14, Synergy_Loewe=-16.9, Synergy_HSA=-3.51. (3) Drug 1: CCCS(=O)(=O)NC1=C(C(=C(C=C1)F)C(=O)C2=CNC3=C2C=C(C=N3)C4=CC=C(C=C4)Cl)F. Drug 2: C1=CN(C=N1)CC(O)(P(=O)(O)O)P(=O)(O)O. Cell line: U251. Synergy scores: CSS=2.20, Synergy_ZIP=-1.39, Synergy_Bliss=-1.16, Synergy_Loewe=-1.39, Synergy_HSA=-1.21. (4) Synergy scores: CSS=36.3, Synergy_ZIP=-4.19, Synergy_Bliss=-4.70, Synergy_Loewe=-0.725, Synergy_HSA=1.15. Drug 2: CC1CCCC2(C(O2)CC(NC(=O)CC(C(C(=O)C(C1O)C)(C)C)O)C(=CC3=CSC(=N3)C)C)C. Drug 1: C1CN1C2=NC(=NC(=N2)N3CC3)N4CC4. Cell line: SK-MEL-28. (5) Drug 1: C1CC(C1)(C(=O)O)C(=O)O.[NH2-].[NH2-].[Pt+2]. Drug 2: CCN(CC)CCCC(C)NC1=C2C=C(C=CC2=NC3=C1C=CC(=C3)Cl)OC. Cell line: HOP-92. Synergy scores: CSS=32.7, Synergy_ZIP=-8.81, Synergy_Bliss=-4.95, Synergy_Loewe=-23.3, Synergy_HSA=-1.35. (6) Drug 1: CC(CN1CC(=O)NC(=O)C1)N2CC(=O)NC(=O)C2. Drug 2: C1CN1P(=S)(N2CC2)N3CC3. Cell line: DU-145. Synergy scores: CSS=30.5, Synergy_ZIP=-13.0, Synergy_Bliss=-5.92, Synergy_Loewe=-27.2, Synergy_HSA=-3.48. (7) Drug 1: C1=CC(=CC=C1CCC2=CNC3=C2C(=O)NC(=N3)N)C(=O)NC(CCC(=O)O)C(=O)O. Drug 2: N.N.Cl[Pt+2]Cl. Cell line: SK-OV-3. Synergy scores: CSS=19.2, Synergy_ZIP=0.0653, Synergy_Bliss=-3.77, Synergy_Loewe=-23.2, Synergy_HSA=-3.37.